Dataset: Forward reaction prediction with 1.9M reactions from USPTO patents (1976-2016). Task: Predict the product of the given reaction. (1) The product is: [CH3:2][C:3]1[O:26][C:25](=[O:27])[C:24]2[C:28]([N+:32]([O-:34])=[O:33])=[CH:29][CH:30]=[CH:31][C:23]=2[N:22]=1. Given the reactants N[C:2]1C=CC=C2[C:3]=1C(=O)N(C1CCC(=O)NC1=O)C(C)=N2.[NH2:22][C:23]1[CH:31]=[CH:30][CH:29]=[C:28]([N+:32]([O-:34])=[O:33])[C:24]=1[C:25]([OH:27])=[O:26], predict the reaction product. (2) Given the reactants [CH3:1][NH:2][C:3]([C:5]1[N:14]([CH:15]2[CH2:19][CH2:18][CH2:17][CH2:16]2)[C:8]2[N:9]=[C:10](Cl)[N:11]=[CH:12][C:7]=2[CH:6]=1)=[O:4].C(OC([N:27]1[CH2:32][CH2:31][N:30]([C:33]2[CH:34]=[N:35][C:36]([NH2:39])=[CH:37][CH:38]=2)[CH2:29][CH2:28]1)=O)(C)(C)C, predict the reaction product. The product is: [CH3:1][NH:2][C:3]([C:5]1[N:14]([CH:15]2[CH2:19][CH2:18][CH2:17][CH2:16]2)[C:8]2[N:9]=[C:10]([NH:39][C:36]3[CH:37]=[CH:38][C:33]([N:30]4[CH2:29][CH2:28][NH:27][CH2:32][CH2:31]4)=[CH:34][N:35]=3)[N:11]=[CH:12][C:7]=2[CH:6]=1)=[O:4]. (3) Given the reactants [F:1][C:2]([F:11])([F:10])[C:3]1[N:8]=[CH:7][C:6]([NH2:9])=[CH:5][CH:4]=1.C(N(CC)CC)C.[CH3:19][O:20][C:21]1[N:29]=[CH:28][CH:27]=[CH:26][C:22]=1[C:23](Cl)=[O:24], predict the reaction product. The product is: [CH3:19][O:20][C:21]1[N:29]=[CH:28][CH:27]=[CH:26][C:22]=1[C:23]([NH:9][C:6]1[CH:7]=[N:8][C:3]([C:2]([F:1])([F:10])[F:11])=[CH:4][CH:5]=1)=[O:24]. (4) Given the reactants [C:9](O[C:9]([O:11][C:12]([CH3:15])([CH3:14])[CH3:13])=[O:10])([O:11][C:12]([CH3:15])([CH3:14])[CH3:13])=[O:10].[NH:16]1[CH2:20][CH2:19][C@@H:18]([OH:21])[CH2:17]1.C(N(CC)CC)C, predict the reaction product. The product is: [C:9]([N:16]1[CH2:20][CH2:19][C@@H:18]([OH:21])[CH2:17]1)([O:11][C:12]([CH3:13])([CH3:14])[CH3:15])=[O:10]. (5) Given the reactants Br[C:2]1[C:3]([C:9]([F:12])([F:11])[F:10])=[N:4][C:5]([NH2:8])=[N:6][CH:7]=1.C([O-])(=O)C.[K+].[CH3:18][C:19]1([CH3:35])[C:23]([CH3:25])([CH3:24])[O:22][B:21]([B:21]2[O:22][C:23]([CH3:25])([CH3:24])[C:19]([CH3:35])([CH3:18])[O:20]2)[O:20]1.NC1N=C(C(F)(F)F)C=CN=1.B(O)O, predict the reaction product. The product is: [CH3:18][C:19]1([CH3:35])[C:23]([CH3:25])([CH3:24])[O:22][B:21]([C:2]2[C:3]([C:9]([F:12])([F:11])[F:10])=[N:4][C:5]([NH2:8])=[N:6][CH:7]=2)[O:20]1.